This data is from hERG Central: cardiac toxicity at 1µM, 10µM, and general inhibition. The task is: Predict hERG channel inhibition at various concentrations. (1) The molecule is CCOC(=O)C1(CCc2ccccc2)CCN(Cc2nccn2CC)CC1. Results: hERG_inhib (hERG inhibition (general)): blocker. (2) The drug is COc1cc(CN2CCc3c([nH]c4ccccc34)C2)cc(OC)c1. Results: hERG_inhib (hERG inhibition (general)): blocker. (3) The drug is Cc1ccc2c(c1)C1CN(C)CCC1N2S(=O)(=O)c1ccc(C(C)C)cc1. Results: hERG_inhib (hERG inhibition (general)): blocker. (4) The molecule is Cc1ccsc1-c1nc(CN2CCN(C)C(=O)[C@@H]2C)c(C)o1. Results: hERG_inhib (hERG inhibition (general)): blocker. (5) The molecule is CN1CC=C(/C=C/c2ccc(-c3ccccc3)cc2)CC1.Cl. Results: hERG_inhib (hERG inhibition (general)): blocker.